This data is from Forward reaction prediction with 1.9M reactions from USPTO patents (1976-2016). The task is: Predict the product of the given reaction. Given the reactants [CH2:1]1[NH:6][CH2:5][CH2:4][N:3]2[C:7](=[O:11])[CH2:8][CH2:9][CH2:10][CH:2]12.[F:12][C:13]1[CH:18]=[CH:17][CH:16]=[CH:15][C:14]=1[S:19](Cl)(=[O:21])=[O:20], predict the reaction product. The product is: [F:12][C:13]1[CH:18]=[CH:17][CH:16]=[CH:15][C:14]=1[S:19]([N:6]1[CH2:5][CH2:4][N:3]2[C:7](=[O:11])[CH2:8][CH2:9][CH2:10][CH:2]2[CH2:1]1)(=[O:21])=[O:20].